Dataset: NCI-60 drug combinations with 297,098 pairs across 59 cell lines. Task: Regression. Given two drug SMILES strings and cell line genomic features, predict the synergy score measuring deviation from expected non-interaction effect. Drug 1: COC1=C2C(=CC3=C1OC=C3)C=CC(=O)O2. Drug 2: CC12CCC3C(C1CCC2OP(=O)(O)O)CCC4=C3C=CC(=C4)OC(=O)N(CCCl)CCCl.[Na+]. Cell line: K-562. Synergy scores: CSS=16.9, Synergy_ZIP=-5.55, Synergy_Bliss=0.149, Synergy_Loewe=0.960, Synergy_HSA=-1.04.